Dataset: Forward reaction prediction with 1.9M reactions from USPTO patents (1976-2016). Task: Predict the product of the given reaction. (1) Given the reactants [CH3:1][S:2][CH2:3][CH2:4][CH2:5][O:6][C:7]1[C:16]2[C:15]([NH2:17])=[N:14][S:13](=[O:19])(=[O:18])[NH:12][C:11]=2[CH:10]=[CH:9][CH:8]=1.C1C=C(Cl)C=C(C(OO)=[O:28])C=1, predict the reaction product. The product is: [CH3:1][S:2]([CH2:3][CH2:4][CH2:5][O:6][C:7]1[C:16]2[C:15]([NH2:17])=[N:14][S:13](=[O:18])(=[O:19])[NH:12][C:11]=2[CH:10]=[CH:9][CH:8]=1)=[O:28]. (2) Given the reactants [F:1][C:2]1[CH:3]=[C:4]([CH2:8][CH2:9][O:10][CH2:11][C:12]([OH:14])=[O:13])[CH:5]=[CH:6][CH:7]=1.[CH3:15]CN=C=NCCCN(C)C.Cl.C1C=CC2N(O)N=NC=2C=1.CCN(C(C)C)C(C)C, predict the reaction product. The product is: [CH3:15][O:13][C:12](=[O:14])[CH2:11][O:10][CH2:9][CH2:8][C:4]1[CH:5]=[CH:6][CH:7]=[C:2]([F:1])[CH:3]=1. (3) The product is: [O:31]=[C:24]1[N:5]([CH2:6][CH:7]2[CH2:8][CH2:9][N:10]([C:13]([O:15][C:16]([CH3:18])([CH3:19])[CH3:17])=[O:14])[CH2:11][CH2:12]2)[CH2:4][C:3]2[C:2](=[CH:23][CH:22]=[CH:21][CH:20]=2)[NH:1]1. Given the reactants [NH2:1][C:2]1[CH:23]=[CH:22][CH:21]=[CH:20][C:3]=1[CH2:4][NH:5][CH2:6][CH:7]1[CH2:12][CH2:11][N:10]([C:13]([O:15][C:16]([CH3:19])([CH3:18])[CH3:17])=[O:14])[CH2:9][CH2:8]1.[CH2:24](N(CC)CC)C.[OH2:31], predict the reaction product. (4) Given the reactants [Cl:1][C:2]1[CH:3]=[N:4][CH:5]=[C:6]([Cl:20])[C:7]=1[S:8][C:9]1[S:13][C:12]([C:14](Cl)=[O:15])=[CH:11][C:10]=1[N+:17]([O-:19])=[O:18].[CH:21]1([NH2:27])[CH2:26][CH2:25][CH2:24][CH2:23][CH2:22]1, predict the reaction product. The product is: [CH:21]1([NH:27][C:14]([C:12]2[S:13][C:9]([S:8][C:7]3[C:2]([Cl:1])=[CH:3][N:4]=[CH:5][C:6]=3[Cl:20])=[C:10]([N+:17]([O-:19])=[O:18])[CH:11]=2)=[O:15])[CH2:26][CH2:25][CH2:24][CH2:23][CH2:22]1. (5) Given the reactants F[C:2]1[CH:7]=[C:6]([F:8])[CH:5]=[CH:4][C:3]=1[C:9]1[N:14]=[CH:13][N:12]=[C:11]([NH:15][C:16]2[CH:21]=[CH:20][CH:19]=[C:18]([CH2:22][S:23]([CH3:26])(=[O:25])=[O:24])[CH:17]=2)[N:10]=1.[CH3:27][C:28]1[CH:29]=[C:30]([CH:33]=[CH:34][CH:35]=1)[CH2:31][OH:32], predict the reaction product. The product is: [F:8][C:6]1[CH:5]=[CH:4][C:3]([C:9]2[N:14]=[CH:13][N:12]=[C:11]([NH:15][C:16]3[CH:21]=[CH:20][CH:19]=[C:18]([CH2:22][S:23]([CH3:26])(=[O:25])=[O:24])[CH:17]=3)[N:10]=2)=[C:2]([O:32][CH2:31][C:30]2[CH:33]=[CH:34][CH:35]=[C:28]([CH3:27])[CH:29]=2)[CH:7]=1. (6) Given the reactants [Cl:1][C:2]1[CH:7]=[CH:6][C:5]([Cl:8])=[CH:4][C:3]=1[CH3:9].[Cl:10][S:11](O)(=[O:13])=[O:12], predict the reaction product. The product is: [Cl:8][C:5]1[CH:4]=[C:3]([CH3:9])[C:2]([Cl:1])=[CH:7][C:6]=1[S:11]([Cl:10])(=[O:13])=[O:12]. (7) The product is: [CH3:29][O:28][C:18]1[CH:17]=[C:16]([NH:12][C:10]2[N:11]=[C:7]3[CH:6]=[CH:5][CH:4]=[C:3]([C:2]([F:1])([F:13])[F:14])[N:8]3[N:9]=2)[CH:21]=[CH:20][C:19]=1[N:22]1[CH:26]=[C:25]([CH3:27])[N:24]=[CH:23]1. Given the reactants [F:1][C:2]([F:14])([F:13])[C:3]1[N:8]2[N:9]=[C:10]([NH2:12])[N:11]=[C:7]2[CH:6]=[CH:5][CH:4]=1.Br[C:16]1[CH:21]=[CH:20][C:19]([N:22]2[CH:26]=[C:25]([CH3:27])[N:24]=[CH:23]2)=[C:18]([O:28][CH3:29])[CH:17]=1.C(Cl)Cl, predict the reaction product. (8) Given the reactants [NH2:1][C:2]1[S:6][N:5]=[C:4](/[C:7](=[N:38]/[O:39][C:40]([C:43]([O:45]C(C)(C)C)=[O:44])([CH3:42])[CH3:41])/[C:8]([NH:10][C@@H:11]2[C:36](=[O:37])[N:13]3[C:14]([C:20]([O:22]C(C4C=CC=CC=4)C4C=CC=CC=4)=[O:21])=[C:15]([CH2:18]I)[CH2:16][S:17][C@H:12]23)=[O:9])[N:3]=1.C[Si](C)(C)NC(=O)C.[CH3:58][N:59]1[C:63]([NH:64]C(C2C=CC=CC=2)(C2C=CC=CC=2)C2C=CC=CC=2)=[C:62]([NH:84][C:85]([N:87]2[CH2:91][CH2:90][C@H:89]([NH:92]C(=O)OC(C)(C)C)[CH2:88]2)=[O:86])[CH:61]=[N:60]1.C(OCC)(=O)C, predict the reaction product. The product is: [NH2:64][C:63]1[N:59]([CH3:58])[N+:60]([CH2:18][C:15]2[CH2:16][S:17][C@@H:12]3[C@H:11]([NH:10][C:8](=[O:9])/[C:7](/[C:4]4[N:3]=[C:2]([NH2:1])[S:6][N:5]=4)=[N:38]\[O:39][C:40]([C:43]([OH:45])=[O:44])([CH3:42])[CH3:41])[C:36](=[O:37])[N:13]3[C:14]=2[C:20]([O-:22])=[O:21])=[CH:61][C:62]=1[NH:84][C:85]([N:87]1[CH2:91][CH2:90][C@H:89]([NH2:92])[CH2:88]1)=[O:86].